From a dataset of Forward reaction prediction with 1.9M reactions from USPTO patents (1976-2016). Predict the product of the given reaction. (1) Given the reactants [C:1]([C:5]1[O:9][N:8]=[C:7]([NH:10][C:11]([NH:13][C:14]2[CH:19]=[CH:18][C:17]([O:20][C:21]3[CH:26]=[CH:25][C:24]([NH:27]C(OC(C)(C)C)=O)=[CH:23][CH:22]=3)=[CH:16][CH:15]=2)=[O:12])[CH:6]=1)([CH3:4])([CH3:3])[CH3:2].Cl.O.[OH-].[Na+], predict the reaction product. The product is: [C:1]([C:5]1[O:9][N:8]=[C:7]([NH:10][C:11]([NH:13][C:14]2[CH:19]=[CH:18][C:17]([O:20][C:21]3[CH:22]=[CH:23][C:24]([NH2:27])=[CH:25][CH:26]=3)=[CH:16][CH:15]=2)=[O:12])[CH:6]=1)([CH3:4])([CH3:2])[CH3:3]. (2) Given the reactants P(C)(C)C.[N:5]([CH2:8][C:9]1[N:10]=[N:11][C:12]([C:15]2[C:20]([F:21])=[CH:19][CH:18]=[CH:17][C:16]=2[F:22])=[CH:13][CH:14]=1)=[N+]=[N-].[N:23]([C:26]1[CH:27]=[N:28][CH:29]=[CH:30][C:31]=1[N:32]1[CH:37]([CH3:38])[CH2:36][CH2:35][CH:34]([NH:39][C:40](=[O:46])[O:41][C:42]([CH3:45])([CH3:44])[CH3:43])[CH2:33]1)=[C:24]=S, predict the reaction product. The product is: [F:22][C:16]1[CH:17]=[CH:18][CH:19]=[C:20]([F:21])[C:15]=1[C:12]1[CH:13]=[CH:14][C:9]2[N:10]([C:24]([NH:23][C:26]3[CH:27]=[N:28][CH:29]=[CH:30][C:31]=3[N:32]3[CH:37]([CH3:38])[CH2:36][CH2:35][CH:34]([NH:39][C:40](=[O:46])[O:41][C:42]([CH3:45])([CH3:44])[CH3:43])[CH2:33]3)=[N:5][CH:8]=2)[N:11]=1. (3) Given the reactants [NH2:1][C@@H:2]([CH3:5])[CH2:3][OH:4].[Cl:6][C:7]1[CH:12]=[CH:11][CH:10]=[C:9](I)[CH:8]=1.P([O-])([O-])([O-])=O.[K+].[K+].[K+].C(O)CO, predict the reaction product. The product is: [Cl:6][C:7]1[CH:8]=[C:9]([NH:1][C@@H:2]([CH3:5])[CH2:3][OH:4])[CH:10]=[CH:11][CH:12]=1. (4) Given the reactants B.[CH:2](=[O:9])[C:3]1[CH:8]=[CH:7][CH:6]=[CH:5][CH:4]=1.C(C1C=CC=CC=1)(=[O:12])C.B.[CH2:20]([C:22]1[CH:23]=[CH:24][C:25]([CH3:28])=N[CH:27]=1)[CH3:21], predict the reaction product. The product is: [CH2:2]([OH:9])[C:3]1[CH:8]=[CH:7][CH:6]=[CH:5][CH:4]=1.[CH2:21]([OH:12])[CH2:20][C:22]1[CH:23]=[CH:24][CH:25]=[CH:28][CH:27]=1. (5) Given the reactants [CH3:1][O:2][C:3]1[CH:8]=[C:7]([O:9][CH3:10])[CH:6]=[CH:5][C:4]=1[NH:11][CH2:12][C@@H:13]([NH:16]C(=O)[C@@H](N[C@@H](C1C=CC(Br)=CC=1)C(F)(F)F)CC(F)(C)C)[CH2:14][CH3:15], predict the reaction product. The product is: [NH2:16][C@@H:13]([CH2:14][CH3:15])[CH2:12][NH:11][C:4]1[CH:5]=[CH:6][C:7]([O:9][CH3:10])=[CH:8][C:3]=1[O:2][CH3:1].